From a dataset of Experimentally validated miRNA-target interactions with 360,000+ pairs, plus equal number of negative samples. Binary Classification. Given a miRNA mature sequence and a target amino acid sequence, predict their likelihood of interaction. (1) The miRNA is hsa-miR-3154 with sequence CAGAAGGGGAGUUGGGAGCAGA. The protein sequence of the target gene is MGSSSEASFRSAQASCSGARRQGLGRGDQNLSVMPPNGRAQTHTPGWVSDPLVLGAQVHGGCRGIEALSVSSGSWSSATVWILTGLGLGLSRPFLPGATVLRDRPLGSAFELSYDQKKAPLRLQ. Result: 0 (no interaction). (2) The miRNA is hsa-miR-548at-5p with sequence AAAAGUUAUUGCGGUUUUGGCU. The protein sequence of the target gene is MGCASAKHVATVQNEEEAQKGKNYQNGDVFGDEYRIKPVEEVKYMKNGAEEEQKIAARNQENLEKSASSNVRLKTNKEVPGLVHQPRANMHISESQQEFFRMLDEKIEKGRDYCSEEEDIT. Result: 1 (interaction). (3) The miRNA is hsa-miR-3140-3p with sequence AGCUUUUGGGAAUUCAGGUAGU. The protein sequence of the target gene is MEDPSEPDRLASADGGSPEEEEDGEREPLLPRIAWAHPRRGAPGSAVRLLDAAGEEGEAGDEELPLPPGDVGVSRSSSAELDRSRPAVSVTIGTSEMNAFLDDPEFADIMLRAEQAIEVGIFPERISQGSSGSYFVKDPKRKIIGVFKPKSEEPYGQLNPKWTKYVHKVCCPCCFGRGCLIPNQGYLSEAGAYLVDNKLHLSIVPKTKVVWLVSETFNYNAIDRAKSRGKKYALEKVPKVGRKFHRIGLPPKIGSFQLFVEGYKEAEYWLRKFEADPLPENIRKQFQSQFERLVILDYII.... Result: 1 (interaction). (4) The miRNA is hsa-miR-4516 with sequence GGGAGAAGGGUCGGGGC. The protein sequence of the target gene is MLELRHRGSCPGPREAVSPPHREGEAAGGDHETESTSDKETDIDDRYGDLDSRTDSDIPEIPPSSDRTPEILKKALSGLSSRWKNWWIRGILTLTMISLFFLIIYMGSFMLMLLVLGIQVKCFHEIITIGYRVYHSYDLPWFRTLSWYFLLCVNYFFYGETVADYFATFVQREEQLQFLIRYHRFISFALYLAGFCMFVLSLVKKHYRLQFYMFAWTHVTLLITVTQSHLVIQNLFEGMIWFLVPISSVICNDITAYLFGFFFGRTPLIKLSPKKTWEGFIGGFFSTVVFGFIAAYVLSK.... Result: 0 (no interaction). (5) The miRNA is hsa-miR-3606-5p with sequence UUAGUGAAGGCUAUUUUAAUU. The protein sequence of the target gene is MDTVCIAVVGAGVIGLSTAACISQLVPGCTVTVISDRFTPDTTSNVAAGMLIPHTCADTPVPTQKRWFRETFEHLSEIAKSAEAADAGVHLVSGWQIFRSVPAEEVPFWADVVLGFRKMTEAELKRFPQYVFGQAFTTLKCETSAYLPWLERRIKGSGGLLLTRRIEDLWELQPSFDIVVNCSGLGSRRLVGDPMISPVRGQVLQARAPWVKHFIRDGGGLTYVYPGMSYVTLGGTRQKGDWNRSPDAELSREIFSRCCTLEPSLHRAYDIKEKVGLRPSRPGVRLQKEILVRGQQTLPV.... Result: 0 (no interaction). (6) The miRNA is hsa-miR-16-2-3p with sequence CCAAUAUUACUGUGCUGCUUUA. The protein sequence of the target gene is MSSMNPEYDYLFKLLLIGDSGVGKSCLLLRFADDTYTESYISTIGVDFKIRTIELDGKTIKLQIWDTAGQERFRTITSSYYRGAHGIIVVYDVTDQESFNNVKQWLQEIDRYASENVNKLLVGNKCDLTTKKVVDYTTAKEFADSLGIPFLETSAKNATNVEQSFMTMAAEIKKRMGPGATAGGAEKSNVKIQSTPVKQSGGGCC. Result: 1 (interaction). (7) The miRNA is hsa-miR-1976 with sequence CCUCCUGCCCUCCUUGCUGU. The protein sequence of the target gene is MKEPDAIKLFVGQIPRHLEEKDLKPIFEQFGRIFELTVIKDKYTGLHKGCAFLTYCARDSALKAQSALHEQKTLPGMNRPIQVKPADSESRGDRKLFVGMLGKQQTDEDVRKMFEPFGTIDECTVLRGPDGTSKGCAFVKFQTHAEAQAAINTLHSSRTLPGASSSLVVKFADTEKERGLRRMQQVATQLGMFSPIALQFGAYSAYTQALMQQQAALVAAHSAYLSPMATMAAVQMQHMAAISANGLIATPITPSSGTSTPPAIAATPVSAIPAALGVNGYSPVPTQPTGQPAPDALYPN.... Result: 0 (no interaction). (8) The protein sequence of the target gene is MSEHVRTRSQSSERGNDQESSQPVGSVIVQEPTEEKRQEEEPPTDNQGIAPSGEIENEGAPAVQGPDMEAFQQELALLKIEDEPGDGPDVREGIMPTFDLTKVLEAGDAQP. Result: 0 (no interaction). The miRNA is mmu-miR-674-5p with sequence GCACUGAGAUGGGAGUGGUGUA.